This data is from Forward reaction prediction with 1.9M reactions from USPTO patents (1976-2016). The task is: Predict the product of the given reaction. (1) The product is: [NH2:21][C:10]1[CH:11]=[C:12]([N:15]2[CH2:16][CH2:17][O:18][CH2:19][CH2:20]2)[CH:13]=[CH:14][C:9]=1[OH:8]. Given the reactants C([O:8][C:9]1[CH:14]=[CH:13][C:12]([N:15]2[CH2:20][CH2:19][O:18][CH2:17][CH2:16]2)=[CH:11][C:10]=1[N+:21]([O-])=O)C1C=CC=CC=1, predict the reaction product. (2) Given the reactants [CH2:1]([C:3]1[CH:9]=[CH:8][CH:7]=[C:6]([CH2:10][CH3:11])[C:4]=1[NH2:5])[CH3:2].[Al+3].[Cl-].[Cl-].[Cl-].[Br:16][C:17]1[CH:22]=[CH:21][CH:20]=[CH:19][C:18]=1[C:23]1O[C:25]([C:28]2[CH:33]=[CH:32][CH:31]=[CH:30][CH:29]=2)=[N:26][N:27]=1.CN1C(=O)CCC1, predict the reaction product. The product is: [Br:16][C:17]1[CH:22]=[CH:21][CH:20]=[CH:19][C:18]=1[C:23]1[N:5]([C:4]2[C:6]([CH2:10][CH3:11])=[CH:7][CH:8]=[CH:9][C:3]=2[CH2:1][CH3:2])[C:25]([C:28]2[CH:29]=[CH:30][CH:31]=[CH:32][CH:33]=2)=[N:26][N:27]=1. (3) Given the reactants [N+:1]([C:4]1[CH:8]=[CH:7][N:6]([S:9]([C:12]2[CH:17]=[CH:16][CH:15]=[CH:14][CH:13]=2)(=[O:11])=[O:10])[CH:5]=1)([O-])=O, predict the reaction product. The product is: [C:12]1([S:9]([N:6]2[CH:7]=[CH:8][C:4]([NH2:1])=[CH:5]2)(=[O:10])=[O:11])[CH:17]=[CH:16][CH:15]=[CH:14][CH:13]=1. (4) Given the reactants [NH:1]1[C:9]2[C:4](=[CH:5][CH:6]=[CH:7][CH:8]=2)[C:3]([CH:10]([CH3:14])[CH2:11][CH:12]=[O:13])=[CH:2]1.CC(=CC)C.[O-:20]Cl=O.[Na+], predict the reaction product. The product is: [NH:1]1[C:9]2[C:4](=[CH:5][CH:6]=[CH:7][CH:8]=2)[C:3]([CH:10]([CH3:14])[CH2:11][C:12]([OH:20])=[O:13])=[CH:2]1. (5) Given the reactants [OH:1][C:2]1[C:9]([CH3:10])=[C:8]([OH:11])[CH:7]=[CH:6][C:3]=1[CH:4]=O.[H][H].C, predict the reaction product. The product is: [OH:11][C:8]1[CH:7]=[CH:6][C:3]([CH3:4])=[C:2]([OH:1])[C:9]=1[CH3:10]. (6) Given the reactants [F:1][C:2]1[CH:3]=[C:4]([OH:27])[CH:5]=[CH:6][C:7]=1[C:8]1[N:13]=[C:12]2[NH:14][N:15]=[C:16]([CH3:17])[C:11]2=[C:10]([CH2:18][N:19]2[CH2:25][CH2:24][CH2:23][NH:22][CH:21]([CH3:26])[CH2:20]2)[CH:9]=1.C1COCC1.[CH2:33]([N:35]=[C:36]=[O:37])[CH3:34].CCN(C(C)C)C(C)C, predict the reaction product. The product is: [CH2:33]([NH:35][C:36]([N:22]1[CH2:23][CH2:24][CH2:25][N:19]([CH2:18][C:10]2[CH:9]=[C:8]([C:7]3[CH:6]=[CH:5][C:4]([OH:27])=[CH:3][C:2]=3[F:1])[N:13]=[C:12]3[NH:14][N:15]=[C:16]([CH3:17])[C:11]=23)[CH2:20][CH:21]1[CH3:26])=[O:37])[CH3:34].